This data is from Forward reaction prediction with 1.9M reactions from USPTO patents (1976-2016). The task is: Predict the product of the given reaction. Given the reactants [NH2:1][C:2]1[N:7]=[CH:6][N:5]=[C:4]2[N:8]([CH:12]([C:14]3[C:15]([O:36][CH2:37][CH3:38])=[C:16]([CH:22]4[CH2:25][N:24](C(OCC5C=CC=CC=5)=O)[CH2:23]4)[C:17]([CH3:21])=[C:18]([Cl:20])[CH:19]=3)[CH3:13])[N:9]=[C:10]([CH3:11])[C:3]=12, predict the reaction product. The product is: [NH:24]1[CH2:23][CH:22]([C:16]2[C:15]([O:36][CH2:37][CH3:38])=[C:14]([CH:12]([N:8]3[C:4]4=[N:5][CH:6]=[N:7][C:2]([NH2:1])=[C:3]4[C:10]([CH3:11])=[N:9]3)[CH3:13])[CH:19]=[C:18]([Cl:20])[C:17]=2[CH3:21])[CH2:25]1.